Dataset: Reaction yield outcomes from USPTO patents with 853,638 reactions. Task: Predict the reaction yield, written as a fraction of the theoretical maximum amount of product (1.0 means a 100% yield; for example, 0.34 means a 34% yield). (1) The reactants are [N+:1]([C:4]1[CH:5]=[C:6]([C:10]#[N:11])[N:7]([CH3:9])[CH:8]=1)([O-])=O. The catalyst is CO.[Pd]. The product is [C:10]([C:6]1[N:7]([CH3:9])[CH:8]=[C:4]([NH2:1])[CH:5]=1)#[N:11]. The yield is 0.774. (2) The reactants are C1C=CC(P(C2C=CC=CC=2)C2C=CC=CC=2)=CC=1.[CH2:20]([O:22][C:23](=[O:38])[C:24]1[CH:29]=[CH:28][C:27]([CH2:30][C:31]2[O:35][N:34]=[C:33]([CH2:36][OH:37])[N:32]=2)=[CH:26][CH:25]=1)[CH3:21].[Cl:39][C:40]1[C:41]([OH:50])=[C:42]([C:47](=[O:49])[CH3:48])[CH:43]=[CH:44][C:45]=1O.N(C(OC(C)C)=O)=NC(OC(C)C)=O. The catalyst is C(Cl)Cl. The product is [CH2:20]([O:22][C:23](=[O:38])[C:24]1[CH:25]=[CH:26][C:27]([CH2:30][C:31]2[O:35][N:34]=[C:33]([CH2:36][O:37][C:45]3[CH:44]=[CH:43][C:42]([C:47](=[O:49])[CH3:48])=[C:41]([OH:50])[C:40]=3[Cl:39])[N:32]=2)=[CH:28][CH:29]=1)[CH3:21]. The yield is 0.340. (3) The reactants are C([O:9][C@H:10]1[C@:14]([F:16])([CH3:15])[C@H:13]([N:17]2[CH:25]=[N:24][C:23]3[C:18]2=[N:19][C:20]([NH2:27])=[N:21][C:22]=3Cl)[O:12][C@@H:11]1[CH2:28][O:29]C(=O)C1C=CC=CC=1)(=O)C1C=CC=CC=1.[CH3:38][OH:39].C[O-].[Na+]. The catalyst is C(O)(=O)C. The product is [NH2:27][C:20]1[N:19]=[C:18]2[C:23]([N:24]=[CH:25][N:17]2[C@@H:13]2[O:12][C@H:11]([CH2:28][OH:29])[C@@H:10]([OH:9])[C@:14]2([F:16])[CH3:15])=[C:22]([O:39][CH3:38])[N:21]=1. The yield is 0.980.